This data is from Catalyst prediction with 721,799 reactions and 888 catalyst types from USPTO. The task is: Predict which catalyst facilitates the given reaction. Reactant: [F:1][C:2]1[CH:7]=[CH:6][C:5]([F:8])=[CH:4][C:3]=1[C@H:9]1[CH2:13][CH2:12][CH2:11][N:10]1[C:14]1[CH:19]=[CH:18][N:17]2[N:20]=[CH:21][C:22]([NH:23][C:24]([N:26]3[CH2:29][CH:28]([OH:30])[CH2:27]3)=[O:25])=[C:16]2[N:15]=1.[S:31](=[O:35])(=[O:34])([OH:33])[OH:32]. Product: [S:31]([OH:35])([OH:34])(=[O:33])=[O:32].[F:1][C:2]1[CH:7]=[CH:6][C:5]([F:8])=[CH:4][C:3]=1[C@H:9]1[CH2:13][CH2:12][CH2:11][N:10]1[C:14]1[CH:19]=[CH:18][N:17]2[N:20]=[CH:21][C:22]([NH:23][C:24]([N:26]3[CH2:29][CH:28]([OH:30])[CH2:27]3)=[O:25])=[C:16]2[N:15]=1. The catalyst class is: 5.